From a dataset of NCI-60 drug combinations with 297,098 pairs across 59 cell lines. Regression. Given two drug SMILES strings and cell line genomic features, predict the synergy score measuring deviation from expected non-interaction effect. (1) Cell line: A549. Drug 2: C1C(C(OC1N2C=NC3=C2NC=NCC3O)CO)O. Drug 1: COC1=NC(=NC2=C1N=CN2C3C(C(C(O3)CO)O)O)N. Synergy scores: CSS=-2.09, Synergy_ZIP=1.33, Synergy_Bliss=1.66, Synergy_Loewe=-1.53, Synergy_HSA=-1.44. (2) Drug 1: CN(CC1=CN=C2C(=N1)C(=NC(=N2)N)N)C3=CC=C(C=C3)C(=O)NC(CCC(=O)O)C(=O)O. Drug 2: C1C(C(OC1N2C=NC3=C(N=C(N=C32)Cl)N)CO)O. Cell line: KM12. Synergy scores: CSS=39.5, Synergy_ZIP=-9.38, Synergy_Bliss=-13.8, Synergy_Loewe=-17.9, Synergy_HSA=-10.9. (3) Drug 2: C#CCC(CC1=CN=C2C(=N1)C(=NC(=N2)N)N)C3=CC=C(C=C3)C(=O)NC(CCC(=O)O)C(=O)O. Cell line: COLO 205. Synergy scores: CSS=20.8, Synergy_ZIP=-4.70, Synergy_Bliss=0.147, Synergy_Loewe=-3.92, Synergy_HSA=-4.56. Drug 1: C1=CC(=CC=C1CC(C(=O)O)N)N(CCCl)CCCl.Cl. (4) Drug 1: C1=CN(C(=O)N=C1N)C2C(C(C(O2)CO)O)O.Cl. Drug 2: C1C(C(OC1N2C=NC3=C2NC=NCC3O)CO)O. Cell line: HOP-92. Synergy scores: CSS=19.1, Synergy_ZIP=-4.17, Synergy_Bliss=1.65, Synergy_Loewe=-7.91, Synergy_HSA=0.0264. (5) Drug 1: CCC(=C(C1=CC=CC=C1)C2=CC=C(C=C2)OCCN(C)C)C3=CC=CC=C3.C(C(=O)O)C(CC(=O)O)(C(=O)O)O. Drug 2: CC(C)NC(=O)C1=CC=C(C=C1)CNNC.Cl. Cell line: LOX IMVI. Synergy scores: CSS=0.624, Synergy_ZIP=-1.20, Synergy_Bliss=1.40, Synergy_Loewe=1.22, Synergy_HSA=1.08. (6) Drug 1: C1CCC(C1)C(CC#N)N2C=C(C=N2)C3=C4C=CNC4=NC=N3. Drug 2: CC(CN1CC(=O)NC(=O)C1)N2CC(=O)NC(=O)C2. Cell line: COLO 205. Synergy scores: CSS=59.6, Synergy_ZIP=4.72, Synergy_Bliss=2.92, Synergy_Loewe=-7.50, Synergy_HSA=-2.89. (7) Drug 1: C1=CC(=CC=C1CCC2=CNC3=C2C(=O)NC(=N3)N)C(=O)NC(CCC(=O)O)C(=O)O. Drug 2: CN(CCCl)CCCl.Cl. Cell line: MOLT-4. Synergy scores: CSS=69.2, Synergy_ZIP=-1.06, Synergy_Bliss=-4.11, Synergy_Loewe=-8.12, Synergy_HSA=-2.72.